From a dataset of Reaction yield outcomes from USPTO patents with 853,638 reactions. Predict the reaction yield, written as a fraction of the theoretical maximum amount of product (1.0 means a 100% yield; for example, 0.34 means a 34% yield). The reactants are FC(F)(F)C([NH:5][CH2:6][C:7]1[CH:12]=[CH:11][C:10]([F:13])=[C:9]([CH:14]2[CH2:19][CH2:18][N:17]([C:20]([C:22]3[C:30]4[C:25](=[C:26]([CH3:32])[C:27]([F:31])=[CH:28][CH:29]=4)[N:24]([CH2:33][CH2:34][O:35][CH3:36])[CH:23]=3)=[O:21])[CH2:16][CH2:15]2)[CH:8]=1)=O.C(=O)([O-])[O-].[K+].[K+].[ClH:45].O1CCOCC1. The catalyst is CO.O. The product is [ClH:45].[NH2:5][CH2:6][C:7]1[CH:12]=[CH:11][C:10]([F:13])=[C:9]([CH:14]2[CH2:15][CH2:16][N:17]([C:20]([C:22]3[C:30]4[C:25](=[C:26]([CH3:32])[C:27]([F:31])=[CH:28][CH:29]=4)[N:24]([CH2:33][CH2:34][O:35][CH3:36])[CH:23]=3)=[O:21])[CH2:18][CH2:19]2)[CH:8]=1. The yield is 0.650.